From a dataset of Full USPTO retrosynthesis dataset with 1.9M reactions from patents (1976-2016). Predict the reactants needed to synthesize the given product. (1) Given the product [F:24][C:23]1[CH:22]=[CH:21][CH:20]=[C:19]([F:25])[C:18]=1[N:9]1[C:10]2[CH:15]=[CH:14][N:13]=[C:12]([O:16][CH3:17])[C:11]=2[C:7]([C:41]2[CH:42]=[C:43]([CH2:47][C:48]([OH:50])=[O:49])[CH:44]=[CH:45][CH:46]=2)=[N:8]1, predict the reactants needed to synthesize it. The reactants are: FC(F)(F)S(O[C:7]1[C:11]2[C:12]([O:16][CH3:17])=[N:13][CH:14]=[CH:15][C:10]=2[N:9]([C:18]2[C:23]([F:24])=[CH:22][CH:21]=[CH:20][C:19]=2[F:25])[N:8]=1)(=O)=O.CN(C=O)C.CC1(C)C(C)(C)OB([C:41]2[CH:42]=[C:43]([CH2:47][C:48]([O:50]C)=[O:49])[CH:44]=[CH:45][CH:46]=2)O1.C(=O)([O-])[O-].[K+].[K+]. (2) Given the product [C:30]([C:4]1[CH:3]=[C:2]([C:35]2[CH:36]=[CH:37][C:38]([O:39][CH3:40])=[C:33]([F:32])[CH:34]=2)[CH:7]=[CH:6][C:5]=1[NH:8][C:9]1[CH:29]=[CH:28][C:12]([C:13]([N:15]2[CH2:20][CH2:19][N:18]([C:21]([O:23][C:24]([CH3:27])([CH3:26])[CH3:25])=[O:22])[CH2:17][CH2:16]2)=[O:14])=[CH:11][CH:10]=1)#[N:31], predict the reactants needed to synthesize it. The reactants are: Br[C:2]1[CH:7]=[CH:6][C:5]([NH:8][C:9]2[CH:29]=[CH:28][C:12]([C:13]([N:15]3[CH2:20][CH2:19][N:18]([C:21]([O:23][C:24]([CH3:27])([CH3:26])[CH3:25])=[O:22])[CH2:17][CH2:16]3)=[O:14])=[CH:11][CH:10]=2)=[C:4]([C:30]#[N:31])[CH:3]=1.[F:32][C:33]1[CH:34]=[C:35](B(O)O)[CH:36]=[CH:37][C:38]=1[O:39][CH3:40].C1(C)C=CC=CC=1.C([O-])([O-])=O.[Na+].[Na+]. (3) Given the product [CH3:10][O:9][C:7]([C:6]1[CH:11]=[CH:12][C:3](/[CH:1]=[CH:14]/[C:15]([OH:17])=[O:16])=[CH:4][CH:5]=1)=[O:8], predict the reactants needed to synthesize it. The reactants are: [CH:1]([C:3]1[CH:12]=[CH:11][C:6]([C:7]([O:9][CH3:10])=[O:8])=[CH:5][CH:4]=1)=O.C(O)(=O)[CH2:14][C:15]([OH:17])=[O:16].N1CCCCC1.